Dataset: Catalyst prediction with 721,799 reactions and 888 catalyst types from USPTO. Task: Predict which catalyst facilitates the given reaction. (1) Reactant: Cl[C:2]1[C:11]2[C:6](=[CH:7][CH:8]=[CH:9][C:10]=2[Cl:12])[CH:5]=[C:4]([C:13]#[N:14])[N:3]=1.CCN(CC)CC.[NH2:22][C@H:23]1[CH2:27][CH2:26][N:25]([C:28]([O:30][C:31]([CH3:34])([CH3:33])[CH3:32])=[O:29])[CH2:24]1. Product: [Cl:12][C:10]1[CH:9]=[CH:8][CH:7]=[C:6]2[C:11]=1[C:2]([NH:22][C@H:23]1[CH2:27][CH2:26][N:25]([C:28]([O:30][C:31]([CH3:34])([CH3:33])[CH3:32])=[O:29])[CH2:24]1)=[N:3][C:4]([C:13]#[N:14])=[CH:5]2. The catalyst class is: 37. (2) Reactant: [OH:1][C@@H:2]([CH3:6])[C:3]([OH:5])=[O:4].[Br:7][C:8]1[CH:26]=[N:25][C:11]2[N:12]=[C:13]([N:19]3[CH2:22][CH:21]([NH:23][CH3:24])[CH2:20]3)[C:14]3[N:15]([CH:16]=[N:17][N:18]=3)[C:10]=2[CH:9]=1.C(O)C. Product: [OH:1][C@@H:2]([CH3:6])[C:3]([OH:5])=[O:4].[Br:7][C:8]1[CH:26]=[N:25][C:11]2[N:12]=[C:13]([N:19]3[CH2:22][CH:21]([NH:23][CH3:24])[CH2:20]3)[C:14]3[N:15]([CH:16]=[N:17][N:18]=3)[C:10]=2[CH:9]=1. The catalyst class is: 6.